Dataset: Reaction yield outcomes from USPTO patents with 853,638 reactions. Task: Predict the reaction yield, written as a fraction of the theoretical maximum amount of product (1.0 means a 100% yield; for example, 0.34 means a 34% yield). (1) The reactants are [CH3:1][O:2][C:3]1[CH:8]=[CH:7][C:6]([NH:9][C:10]2[C:11](=O)[N:12]([CH2:22][C:23]3[CH:24]=[N:25][CH:26]=[CH:27][CH:28]=3)[C:13](=[O:21])[C:14]=2[C:15]2[CH:20]=[CH:19][CH:18]=[CH:17][CH:16]=2)=[CH:5][CH:4]=1.COC1C=CC(P2(SP(C3C=CC(OC)=CC=3)(=S)S2)=[S:39])=CC=1. The catalyst is C1(C)C=CC=CC=1. The product is [CH3:1][O:2][C:3]1[CH:8]=[CH:7][C:6]([NH:9][C:10]2[C:11](=[S:39])[N:12]([CH2:22][C:23]3[CH:24]=[N:25][CH:26]=[CH:27][CH:28]=3)[C:13](=[O:21])[C:14]=2[C:15]2[CH:20]=[CH:19][CH:18]=[CH:17][CH:16]=2)=[CH:5][CH:4]=1. The yield is 0.730. (2) The reactants are [C:1]1([NH:7][C:8](=[O:10])[CH3:9])[CH:6]=[CH:5][CH:4]=[CH:3][CH:2]=1.[Cl:11][CH2:12][CH2:13][CH2:14][C:15](Cl)=[O:16].[Cl-].[Cl-].[Cl-].[Al+3]. The catalyst is C(=S)=S.O. The product is [Cl:11][CH2:12][CH2:13][CH2:14][C:15]([C:4]1[CH:5]=[CH:6][C:1]([NH:7][C:8](=[O:10])[CH3:9])=[CH:2][CH:3]=1)=[O:16]. The yield is 0.280. (3) The reactants are [Br:1][C:2]1[CH:7]=[CH:6][C:5]([CH:8]([C:14]2[CH:19]=[CH:18][C:17]([Cl:20])=[CH:16][CH:15]=2)[CH2:9][C:10]([NH:12][CH3:13])=O)=[CH:4][CH:3]=1.[H-].[Al+3].[Li+].[H-].[H-].[H-].[Cl-].[Al+3].[Cl-].[Cl-]. The catalyst is C(OCC)C. The product is [Br:1][C:2]1[CH:7]=[CH:6][C:5]([CH:8]([C:14]2[CH:15]=[CH:16][C:17]([Cl:20])=[CH:18][CH:19]=2)[CH2:9][CH2:10][NH:12][CH3:13])=[CH:4][CH:3]=1. The yield is 0.620. (4) The reactants are CS([O:5][CH2:6][C:7]1[N:12]=[C:11]2[N:13]([C@@H:18]3[C:26]4[C:21](=[CH:22][C:23]([Br:27])=[CH:24][CH:25]=4)[CH2:20][CH2:19]3)[C:14]([CH2:16][CH3:17])=[N:15][C:10]2=[C:9]([CH3:28])[CH:8]=1)(=O)=O.[CH3:29][CH:30]([CH3:32])[O-].[K+]. The catalyst is C(O)(C)C. The product is [Br:27][C:23]1[CH:22]=[C:21]2[C:26](=[CH:25][CH:24]=1)[C@@H:18]([N:13]1[C:11]3=[N:12][C:7]([CH2:6][O:5][CH:30]([CH3:32])[CH3:29])=[CH:8][C:9]([CH3:28])=[C:10]3[N:15]=[C:14]1[CH2:16][CH3:17])[CH2:19][CH2:20]2. The yield is 0.660. (5) The reactants are [C:1]([O:5][C:6]([N:8](C(OC(C)(C)C)=O)[C:9]1[CH:19]=[CH:18][C:12]([C:13](OCC)=[O:14])=[CH:11][N:10]=1)=[O:7])([CH3:4])([CH3:3])[CH3:2].[H-].[H-].[H-].[H-].[Li+].[Al+3].O.[OH-].[Na+]. The catalyst is C1COCC1. The product is [OH:14][CH2:13][C:12]1[CH:18]=[CH:19][C:9]([NH:8][C:6](=[O:7])[O:5][C:1]([CH3:3])([CH3:2])[CH3:4])=[N:10][CH:11]=1. The yield is 0.460. (6) The reactants are [F:1][C:2]1([F:14])[CH2:5][N:4]([CH2:6][C:7]2[N:11]([CH3:12])[N:10]=[C:9]([NH2:13])[CH:8]=2)[CH2:3]1.Br[C:16]1[C:17](=[O:24])[N:18]([CH3:23])[CH:19]=[C:20]([Br:22])[CH:21]=1.C(=O)([O-])[O-].[Cs+].[Cs+].CC1(C)C2C(=C(P(C3C=CC=CC=3)C3C=CC=CC=3)C=CC=2)OC2C(P(C3C=CC=CC=3)C3C=CC=CC=3)=CC=CC1=2. The catalyst is C1C=CC(/C=C/C(/C=C/C2C=CC=CC=2)=O)=CC=1.C1C=CC(/C=C/C(/C=C/C2C=CC=CC=2)=O)=CC=1.C1C=CC(/C=C/C(/C=C/C2C=CC=CC=2)=O)=CC=1.[Pd].[Pd].C(Cl)Cl.C(OCC)C.CO.O1CCOCC1. The product is [Br:22][C:20]1[CH:21]=[C:16]([NH:13][C:9]2[CH:8]=[C:7]([CH2:6][N:4]3[CH2:5][C:2]([F:1])([F:14])[CH2:3]3)[N:11]([CH3:12])[N:10]=2)[C:17](=[O:24])[N:18]([CH3:23])[CH:19]=1. The yield is 0.380. (7) The reactants are Br[C:2]1[CH:7]=[CH:6][C:5]([F:8])=[CH:4][CH:3]=1.[Mg].BrCCBr.[CH3:14][C:15]([O:19][Si](C)(C)C)([CH3:18])[C:16]#N.Cl.C(=O)(O)[O-:26].[Na+]. The catalyst is C1COCC1. The product is [F:8][C:5]1[CH:6]=[CH:7][C:2]([C:16](=[O:26])[C:15]([OH:19])([CH3:14])[CH3:18])=[CH:3][CH:4]=1. The yield is 0.880. (8) The reactants are C[O:2][C:3]([C@@:5]1([F:29])[C@H:7]([C:8]2[CH:13]=[CH:12][C:11](B3OC(C)(C)C(C)(C)O3)=[CH:10][CH:9]=2)[C@H:6]1[C:23]1[CH:28]=[CH:27][CH:26]=[CH:25][CH:24]=1)=[O:4].[Br-].[CH3:31][C:32]1[CH:33]=[N:34][CH:35]=[N:36][CH:37]=1.C([O-])([O-])=O.[Na+].[Na+]. The catalyst is O1CCOCC1.O.C1C=CC([P]([Pd]([P](C2C=CC=CC=2)(C2C=CC=CC=2)C2C=CC=CC=2)([P](C2C=CC=CC=2)(C2C=CC=CC=2)C2C=CC=CC=2)[P](C2C=CC=CC=2)(C2C=CC=CC=2)C2C=CC=CC=2)(C2C=CC=CC=2)C2C=CC=CC=2)=CC=1. The product is [F:29][C@@:5]1([C:3]([OH:2])=[O:4])[C@H:6]([C:23]2[CH:28]=[CH:27][CH:26]=[CH:25][CH:24]=2)[C@H:7]1[C:8]1[CH:13]=[CH:12][C:11]([C:35]2[N:36]=[CH:37][C:32]([CH3:31])=[CH:33][N:34]=2)=[CH:10][CH:9]=1. The yield is 0.630. (9) The reactants are Br[C:2]1[C:10]2[S:9][C:8]([NH:11][C:12]([C:14]3[S:15][C:16]([CH3:19])=[CH:17][CH:18]=3)=[O:13])=[N:7][C:6]=2[C:5]([O:20][CH3:21])=[CH:4][CH:3]=1.[N:22]1[CH:27]=[CH:26][C:25](B(O)O)=[CH:24][CH:23]=1. No catalyst specified. The product is [CH3:21][O:20][C:5]1[C:6]2[N:7]=[C:8]([NH:11][C:12]([C:14]3[S:15][C:16]([CH3:19])=[CH:17][CH:18]=3)=[O:13])[S:9][C:10]=2[C:2]([C:24]2[CH:23]=[N:22][CH:27]=[CH:26][CH:25]=2)=[CH:3][CH:4]=1. The yield is 0.0800.